This data is from Catalyst prediction with 721,799 reactions and 888 catalyst types from USPTO. The task is: Predict which catalyst facilitates the given reaction. (1) Reactant: [NH2:1][C:2]1[CH:3]=[CH:4][C:5]([NH:12][C:13]2[N:18]=[C:17]([CH3:19])[CH:16]=[C:15]([C:20]3[CH:29]=[CH:28][C:27]4[C:22](=[CH:23][CH:24]=[CH:25][CH:26]=4)[CH:21]=3)[N:14]=2)=[C:6]([CH:11]=1)[C:7]([O:9]C)=[O:8].[OH-].[Li+]. Product: [NH2:1][C:2]1[CH:3]=[CH:4][C:5]([NH:12][C:13]2[N:18]=[C:17]([CH3:19])[CH:16]=[C:15]([C:20]3[CH:29]=[CH:28][C:27]4[C:22](=[CH:23][CH:24]=[CH:25][CH:26]=4)[CH:21]=3)[N:14]=2)=[C:6]([CH:11]=1)[C:7]([OH:9])=[O:8]. The catalyst class is: 30. (2) Reactant: [Br:1][C:2]1[CH:10]=[C:6]([C:7]([NH2:9])=[O:8])[C:5]([OH:11])=[CH:4][CH:3]=1.[C:12]([N:19]1[CH2:24][CH2:23][C:22](=O)[CH2:21][CH2:20]1)([O:14][C:15]([CH3:18])([CH3:17])[CH3:16])=[O:13].N1CCCC1.O. Product: [C:15]([O:14][C:12]([N:19]1[CH2:24][CH2:23][C:22]2([NH:9][C:7](=[O:8])[C:6]3[CH:10]=[C:2]([Br:1])[CH:3]=[CH:4][C:5]=3[O:11]2)[CH2:21][CH2:20]1)=[O:13])([CH3:18])([CH3:16])[CH3:17]. The catalyst class is: 11. (3) Reactant: [C:1]([C:4]1[CH:5]=[C:6]([CH:10]=[CH:11][CH:12]=1)[C:7]([OH:9])=[O:8])(=[O:3])[CH3:2].[CH3:13]C1C=CC(S(O)(=O)=O)=CC=1. Product: [C:1]([C:4]1[CH:5]=[C:6]([CH:10]=[CH:11][CH:12]=1)[C:7]([O:9][CH3:13])=[O:8])(=[O:3])[CH3:2]. The catalyst class is: 5. (4) Reactant: [C:1]([OH:10])(=[O:9])[C@@H:2]([C@H:4]([C:6]([OH:8])=[O:7])[OH:5])[OH:3].C(=O)(O)O.[NH2:15][C:16]([NH2:18])=[NH:17].C(=O)=O. Product: [C:6]([C@@H:4]([C@H:2]([C:1]([O-:10])=[O:9])[OH:3])[OH:5])([O-:8])=[O:7].[NH2:17][C:16]([NH2:18])=[NH2+:15].[NH2:17][C:16]([NH2:18])=[NH2+:15]. The catalyst class is: 6.